This data is from HIV replication inhibition screening data with 41,000+ compounds from the AIDS Antiviral Screen. The task is: Binary Classification. Given a drug SMILES string, predict its activity (active/inactive) in a high-throughput screening assay against a specified biological target. (1) The compound is CC(C)c1nsc2c1C(=O)NC(C(C)(C)C)N2. The result is 0 (inactive). (2) The compound is CCCC1=C(CC)C(C(=O)Nc2c(C)cccc2C)=NC(S)N1. The result is 0 (inactive). (3) The drug is COc1cc2c(cc1OC)C(Cc1ccc(OC)c(OC)c1Oc1ccccc1)N(C)CC2. The result is 0 (inactive). (4) The compound is O=C1c2ccccc2C(=O)C1C(c1ccc(F)cc1)C1C(=O)c2ccccc2C1=O. The result is 0 (inactive).